Dataset: Forward reaction prediction with 1.9M reactions from USPTO patents (1976-2016). Task: Predict the product of the given reaction. Given the reactants [C@@H:1]12[CH2:7][C@@H:4]([CH2:5][CH2:6]1)[C@H:3]([C:8]([O:10][CH2:11][CH3:12])=[O:9])[NH:2]2.C(N(CC)CC)C.[CH3:20][O:21][C:22]1[CH:27]=[CH:26][C:25]([S:28](Cl)(=[O:30])=[O:29])=[CH:24][CH:23]=1, predict the reaction product. The product is: [CH3:20][O:21][C:22]1[CH:23]=[CH:24][C:25]([S:28]([N:2]2[C@@H:3]([C:8]([O:10][CH2:11][CH3:12])=[O:9])[C@H:4]3[CH2:7][C@@H:1]2[CH2:6][CH2:5]3)(=[O:30])=[O:29])=[CH:26][CH:27]=1.